The task is: Predict the reactants needed to synthesize the given product.. This data is from Full USPTO retrosynthesis dataset with 1.9M reactions from patents (1976-2016). (1) Given the product [C:38]([C:34]1[S:35][CH:36]=[CH:37][C:33]=1[NH:32][C:28]([CH:9]1[CH:8]([C:4]2[CH:5]=[CH:6][CH:7]=[C:2]([Cl:1])[C:3]=2[F:31])[C:12]([C:15]2[CH:20]=[CH:19][C:18]([Cl:21])=[CH:17][C:16]=2[F:22])([C:13]#[N:14])[CH:11]([CH2:23][C:24]([CH3:27])([CH3:25])[CH3:26])[NH:10]1)=[O:29])(=[O:39])[NH2:40], predict the reactants needed to synthesize it. The reactants are: [Cl:1][C:2]1[C:3]([F:31])=[C:4]([CH:8]2[C:12]([C:15]3[CH:20]=[CH:19][C:18]([Cl:21])=[CH:17][C:16]=3[F:22])([C:13]#[N:14])[CH:11]([CH2:23][C:24]([CH3:27])([CH3:26])[CH3:25])[NH:10][CH:9]2[C:28](O)=[O:29])[CH:5]=[CH:6][CH:7]=1.[NH2:32][C:33]1[CH:37]=[CH:36][S:35][C:34]=1[C:38]([NH2:40])=[O:39].CN(C(ON1N=NC2C=CC=NC1=2)=[N+](C)C)C.F[P-](F)(F)(F)(F)F.CCN(C(C)C)C(C)C. (2) Given the product [CH:28]1([CH2:33][CH:34]([C:38]2[CH:43]=[CH:42][C:41]([C:44]3[CH:45]=[CH:46][N:47]=[CH:48][CH:49]=3)=[CH:40][CH:39]=2)[C:35]([NH:50][C:51]2[CH:56]=[CH:55][CH:54]=[CH:53][N:52]=2)=[O:37])[CH2:32][CH2:31][CH2:30][CH2:29]1, predict the reactants needed to synthesize it. The reactants are: C1(P(C2C=CC=CC=2)C2C=CC=CC=2)C=CC=CC=1.BrN1C(=O)CCC1=O.[CH:28]1([CH2:33][CH:34]([C:38]2[CH:43]=[CH:42][C:41]([C:44]3[CH:49]=[CH:48][N:47]=[CH:46][CH:45]=3)=[CH:40][CH:39]=2)[C:35]([OH:37])=O)[CH2:32][CH2:31][CH2:30][CH2:29]1.[NH2:50][C:51]1[CH:56]=[CH:55][CH:54]=[CH:53][N:52]=1. (3) The reactants are: [CH2:1]([C:4]1[S:27][C:7]2[N:8]=[C:9]([CH2:25]O)[N:10]=[C:11]([N:12]3[CH2:17][CH2:16][N:15]4[C:18]([C:21]([F:24])([F:23])[F:22])=[N:19][N:20]=[C:14]4[CH2:13]3)[C:6]=2[CH:5]=1)[CH2:2][CH3:3].C1(C)C=CC(S([Cl:37])(=O)=O)=CC=1. Given the product [Cl:37][CH2:25][C:9]1[N:10]=[C:11]([N:12]2[CH2:17][CH2:16][N:15]3[C:18]([C:21]([F:24])([F:23])[F:22])=[N:19][N:20]=[C:14]3[CH2:13]2)[C:6]2[CH:5]=[C:4]([CH2:1][CH2:2][CH3:3])[S:27][C:7]=2[N:8]=1, predict the reactants needed to synthesize it. (4) Given the product [CH3:3][O:4][C:5](=[O:12])[CH2:6][C:7]1[S:8][C:9]([Br:13])=[CH:10][CH:11]=1, predict the reactants needed to synthesize it. The reactants are: N#N.[CH3:3][O:4][C:5](=[O:12])[CH2:6][C:7]1[S:8][CH:9]=[CH:10][CH:11]=1.[Br:13]N1C(=O)CCC1=O. (5) Given the product [CH:50]1[C:51]2[CH:39]([CH2:38][O:37][C:9]([N:11]([CH3:25])[C@H:12]([CH2:16][CH2:17][C:18]([O:20][C:21]([CH3:23])([CH3:22])[CH3:24])=[O:19])[C:13]([OH:15])=[O:14])=[O:8])[C:40]3[C:45](=[CH:44][CH:43]=[CH:42][CH:41]=3)[C:46]=2[CH:47]=[CH:48][CH:49]=1, predict the reactants needed to synthesize it. The reactants are: C([O:8][C:9]([N:11]([CH3:25])[C@H:12]([CH2:16][CH2:17][C:18]([O:20][C:21]([CH3:24])([CH3:23])[CH3:22])=[O:19])[C:13]([OH:15])=[O:14])=O)C1C=CC=CC=1.O.C1C(=O)N(OC([O:37][CH2:38][CH:39]2[C:51]3[C:46](=[CH:47][CH:48]=[CH:49][CH:50]=3)[C:45]3[C:40]2=[CH:41][CH:42]=[CH:43][CH:44]=3)=O)C(=O)C1. (6) Given the product [CH2:20]([O:19][C:11]1[N:10]=[C:9]([NH2:8])[CH:14]=[CH:13][C:12]=1[C:15]([F:18])([F:16])[F:17])[CH3:21], predict the reactants needed to synthesize it. The reactants are: C([N:8](CC1C=CC=CC=1)[C:9]1[CH:14]=[CH:13][C:12]([C:15]([F:18])([F:17])[F:16])=[C:11]([O:19][CH2:20][CH3:21])[N:10]=1)C1C=CC=CC=1. (7) Given the product [Cl:25][C:23]1[CH:22]=[CH:21][C:20]([F:26])=[C:19]([C:16]2[CH:17]=[CH:18][C:13]([CH2:12][C@@H:2]([NH:1][C:41]([C:39]3[NH:38][N:37]=[N:36][CH:40]=3)=[O:42])[CH2:3][C:4]3([C:9]([OH:11])=[O:10])[CH2:8][CH2:7][O:6][CH2:5]3)=[CH:14][CH:15]=2)[CH:24]=1, predict the reactants needed to synthesize it. The reactants are: [NH2:1][C@H:2]([CH2:12][C:13]1[CH:18]=[CH:17][C:16]([C:19]2[CH:24]=[C:23]([Cl:25])[CH:22]=[CH:21][C:20]=2[F:26])=[CH:15][CH:14]=1)[CH2:3][C:4]1([C:9]([OH:11])=[O:10])[CH2:8][CH2:7][O:6][CH2:5]1.CCN(C(C)C)C(C)C.[NH:36]1[CH:40]=[C:39]([C:41](O)=[O:42])[N:38]=[N:37]1.CN(C(ON1N=NC2C=CC=NC1=2)=[N+](C)C)C.F[P-](F)(F)(F)(F)F. (8) Given the product [F:1][C:2]([F:7])([F:6])[C:3]([OH:5])=[O:4].[Cl:8][C:9]1[CH:10]=[C:11]2[C:16](=[C:17]([Cl:19])[CH:18]=1)[CH2:15][N:14]([CH3:20])[CH2:13][C@H:12]2[C:21]1[CH:26]=[CH:25][CH:24]=[CH:23][C:22]=1[N:27]1[C:28](=[O:29])[CH2:30][O:31][CH2:32][C:33]1=[O:35], predict the reactants needed to synthesize it. The reactants are: [F:1][C:2]([F:7])([F:6])[C:3]([OH:5])=[O:4].[Cl:8][C:9]1[CH:10]=[C:11]2[C:16](=[C:17]([Cl:19])[CH:18]=1)[CH2:15][N:14]([CH3:20])[CH2:13][C@H:12]2[C:21]1[CH:26]=[CH:25][CH:24]=[CH:23][C:22]=1[NH:27][C:28]([CH2:30][O:31][CH2:32][C:33]([OH:35])=O)=[O:29].CCN(C(C)C)C(C)C.C(Cl)CCl. (9) Given the product [Cl:1][C:2]1[C:11]2[C:6](=[CH:7][CH:8]=[C:9]([C:12]([C:23]3[N:27]([CH3:28])[CH:26]=[N:25][CH:24]=3)([C:13]3[CH:14]=[N:15][C:16]([C:19]([F:22])([F:20])[F:21])=[CH:17][CH:18]=3)[OH:29])[CH:10]=2)[N:5]=[C:4]([O:30][CH3:31])[C:3]=1[O:32][CH2:3][CH2:4][O:30][CH3:31], predict the reactants needed to synthesize it. The reactants are: [Cl:1][C:2]1[C:11]2[C:6](=[CH:7][CH:8]=[C:9]([C:12]([OH:29])([C:23]3[N:27]([CH3:28])[CH:26]=[N:25][CH:24]=3)[C:13]3[CH:14]=[N:15][C:16]([C:19]([F:22])([F:21])[F:20])=[CH:17][CH:18]=3)[CH:10]=2)[N:5]=[C:4]([O:30][CH3:31])[C:3]=1[OH:32]. (10) Given the product [CH2:1]([O:8][C:9]1[CH:16]=[C:15]([N:17]([CH2:23][CH2:24][CH2:25][CH3:26])[CH2:18][CH2:19][CH2:20][CH2:21][O:22][Si:36]([C:32]([CH3:35])([CH3:34])[CH3:33])([C:43]2[CH:44]=[CH:45][CH:46]=[CH:47][CH:48]=2)[C:37]2[CH:42]=[CH:41][CH:40]=[CH:39][CH:38]=2)[CH:14]=[CH:13][C:10]=1[CH:11]=[O:12])[C:2]1[CH:3]=[CH:4][CH:5]=[CH:6][CH:7]=1, predict the reactants needed to synthesize it. The reactants are: [CH2:1]([O:8][C:9]1[CH:16]=[C:15]([N:17]([CH2:23][CH2:24][CH2:25][CH3:26])[CH2:18][CH2:19][CH2:20][CH2:21][OH:22])[CH:14]=[CH:13][C:10]=1[CH:11]=[O:12])[C:2]1[CH:7]=[CH:6][CH:5]=[CH:4][CH:3]=1.N1C=CN=C1.[C:32]([Si:36](Cl)([C:43]1[CH:48]=[CH:47][CH:46]=[CH:45][CH:44]=1)[C:37]1[CH:42]=[CH:41][CH:40]=[CH:39][CH:38]=1)([CH3:35])([CH3:34])[CH3:33].O.